This data is from Reaction yield outcomes from USPTO patents with 853,638 reactions. The task is: Predict the reaction yield, written as a fraction of the theoretical maximum amount of product (1.0 means a 100% yield; for example, 0.34 means a 34% yield). (1) The reactants are Br[C:2]1[CH:3]=[C:4]([N+:25]([O-:27])=[O:26])[C:5]2[N:9]=[C:8]([CH:10]([CH3:12])[CH3:11])[N:7]([CH2:13][C:14]3[C:23]4[C:18](=[CH:19][CH:20]=[CH:21][CH:22]=4)[CH:17]=[CH:16][CH:15]=3)[C:6]=2[CH:24]=1.[NH:28]1[CH2:33][CH2:32][O:31][CH2:30][CH2:29]1.C([O-])([O-])=O.[Cs+].[Cs+].CC(C1C=C(C(C)C)C(C2C=CC=CC=2P(C2CCCCC2)C2CCCCC2)=C(C(C)C)C=1)C. The catalyst is O1CCOCC1.C1C=CC(/C=C/C(/C=C/C2C=CC=CC=2)=O)=CC=1.C1C=CC(/C=C/C(/C=C/C2C=CC=CC=2)=O)=CC=1.C1C=CC(/C=C/C(/C=C/C2C=CC=CC=2)=O)=CC=1.[Pd].[Pd]. The product is [CH3:11][CH:10]([C:8]1[N:7]([CH2:13][C:14]2[C:23]3[C:18](=[CH:19][CH:20]=[CH:21][CH:22]=3)[CH:17]=[CH:16][CH:15]=2)[C:6]2[CH:24]=[C:2]([N:28]3[CH2:33][CH2:32][O:31][CH2:30][CH2:29]3)[CH:3]=[C:4]([N+:25]([O-:27])=[O:26])[C:5]=2[N:9]=1)[CH3:12]. The yield is 0.770. (2) The reactants are C([N:8]1[CH2:12][CH2:11][C@@H:10]([NH:13][C:14](=[O:24])[CH2:15][NH:16][C:17](=[O:23])[O:18][C:19]([CH3:22])([CH3:21])[CH3:20])[CH2:9]1)C1C=CC=CC=1.[H][H].[CH3:27]O. The catalyst is [Pd]. The product is [CH3:27][N:13]([C@@H:10]1[CH2:11][CH2:12][NH:8][CH2:9]1)[C:14](=[O:24])[CH2:15][NH:16][C:17](=[O:23])[O:18][C:19]([CH3:20])([CH3:21])[CH3:22]. The yield is 0.860. (3) The reactants are COC1C=C(OC)C=CC=1C[N:6]([C:31]1[CH:36]=[CH:35][N:34]=[CH:33][N:32]=1)[S:7]([C:10]1[CH:15]=[CH:14][C:13]([O:16][C@H:17]2[CH2:22][CH2:21][CH2:20][CH2:19][C@@H:18]2[C:23]2[N:27]([CH2:28][CH3:29])[N:26]=[CH:25][CH:24]=2)=[CH:12][C:11]=1[F:30])(=[O:9])=[O:8].C([SiH](CC)CC)C.FC(F)(F)C(O)=O. The catalyst is ClCCl. The product is [CH2:28]([N:27]1[C:23]([C@H:18]2[CH2:19][CH2:20][CH2:21][CH2:22][C@@H:17]2[O:16][C:13]2[CH:14]=[CH:15][C:10]([S:7]([NH:6][C:31]3[CH:36]=[CH:35][N:34]=[CH:33][N:32]=3)(=[O:8])=[O:9])=[C:11]([F:30])[CH:12]=2)=[CH:24][CH:25]=[N:26]1)[CH3:29]. The yield is 0.880.